From a dataset of Full USPTO retrosynthesis dataset with 1.9M reactions from patents (1976-2016). Predict the reactants needed to synthesize the given product. (1) Given the product [O:35]=[S:34]1(=[O:36])[CH:30]([C:27]2[CH:28]=[CH:29][C:24]([CH2:23][N:7]([CH2:8][CH2:9][C:10]3[CH:15]=[CH:14][C:13]([O:16][C:17]4[CH:18]=[CH:19][CH:20]=[CH:21][CH:22]=4)=[CH:12][CH:11]=3)[C:6]([NH2:5])=[O:38])=[CH:25][CH:26]=2)[CH2:31][C:32](=[O:37])[NH:33]1, predict the reactants needed to synthesize it. The reactants are: C([NH:5][C:6](=[O:38])[N:7]([CH2:23][C:24]1[CH:29]=[CH:28][C:27]([CH:30]2[S:34](=[O:36])(=[O:35])[NH:33][C:32](=[O:37])[CH2:31]2)=[CH:26][CH:25]=1)[CH2:8][CH2:9][C:10]1[CH:15]=[CH:14][C:13]([O:16][C:17]2[CH:22]=[CH:21][CH:20]=[CH:19][CH:18]=2)=[CH:12][CH:11]=1)(C)(C)C. (2) Given the product [CH2:37]([S:34]([NH:4][C:5]([CH:7]1[CH2:12][CH2:11][N:10]([C:13]2[C:23]([C:24]#[N:25])=[CH:22][C:16]([C:17]([O:19][CH2:20][CH3:21])=[O:18])=[C:15]([O:26][CH2:97][C:96]([F:100])([F:99])[F:95])[N:14]=2)[CH2:9][CH2:8]1)=[O:6])(=[O:36])=[O:35])[C:38]1[CH:39]=[CH:40][CH:41]=[CH:42][CH:43]=1, predict the reactants needed to synthesize it. The reactants are: C([N:4]([S:34]([CH2:37][C:38]1[CH:43]=[CH:42][CH:41]=[CH:40][CH:39]=1)(=[O:36])=[O:35])[C:5]([CH:7]1[CH2:12][CH2:11][N:10]([C:13]2[C:23]([C:24]#[N:25])=[CH:22][C:16]([C:17]([O:19][CH2:20][CH3:21])=[O:18])=[C:15]([O:26]S(C(F)(F)F)(=O)=O)[N:14]=2)[CH2:9][CH2:8]1)=[O:6])C=C.CC1(C)C2C(=C(P(C3C=CC=CC=3)C3C=CC=CC=3)C=CC=2)OC2C(P(C3C=CC=CC=3)C3C=CC=CC=3)=CC=CC1=2.CCN(C(C)C)C(C)C.[F:95][C:96]([F:100])([F:99])[CH2:97]O.C([O-])(O)=O.[Na+]. (3) Given the product [Si:21]([O:20][CH:13]([CH2:14][CH2:15][OH:16])[C@@H:12]([NH:11][C:9](=[O:10])[O:8][CH2:1][C:2]1[CH:3]=[CH:4][CH:5]=[CH:6][CH:7]=1)[CH:28]([CH3:30])[CH3:29])([C:24]([CH3:27])([CH3:26])[CH3:25])([CH3:23])[CH3:22], predict the reactants needed to synthesize it. The reactants are: [CH2:1]([O:8][C:9]([NH:11][C@@H:12]([CH:28]([CH3:30])[CH3:29])[CH:13]([O:20][Si:21]([C:24]([CH3:27])([CH3:26])[CH3:25])([CH3:23])[CH3:22])[CH2:14][C:15](OCC)=[O:16])=[O:10])[C:2]1[CH:7]=[CH:6][CH:5]=[CH:4][CH:3]=1.[Cl-].[Ca+2].[Cl-].[BH4-].[Na+].C(O)C.